Dataset: Full USPTO retrosynthesis dataset with 1.9M reactions from patents (1976-2016). Task: Predict the reactants needed to synthesize the given product. (1) Given the product [N:18]1([CH2:17][C@@H:13]([O:12][C:11]2[CH:10]=[CH:9][C:8]3[C:7](=[O:23])[CH2:6][CH2:5][CH2:4][C:3]=3[C:2]=2[NH:1][C:34]([C:24]2[C:33]3[C:28](=[CH:29][CH:30]=[CH:31][CH:32]=3)[CH:27]=[CH:26][N:25]=2)=[O:35])[CH:14]([CH3:16])[CH3:15])[CH:22]=[CH:21][N:20]=[CH:19]1, predict the reactants needed to synthesize it. The reactants are: [NH2:1][C:2]1[C:11]([O:12][C@H:13]([CH2:17][N:18]2[CH:22]=[CH:21][N:20]=[CH:19]2)[CH:14]([CH3:16])[CH3:15])=[CH:10][CH:9]=[C:8]2[C:3]=1[CH2:4][CH2:5][CH2:6][C:7]2=[O:23].[C:24]1([C:34](O)=[O:35])[C:33]2[C:28](=[CH:29][CH:30]=[CH:31][CH:32]=2)[CH:27]=[CH:26][N:25]=1.CCN(CC)CC.CN(C(ON1N=NC2C=CC=NC1=2)=[N+](C)C)C.F[P-](F)(F)(F)(F)F. (2) Given the product [CH:1]1([C:4]2[N:5]=[C:6]3[C:11]([O:12][CH2:13][C:14]4[C:15]([F:21])=[CH:16][CH:17]=[CH:18][C:19]=4[F:20])=[CH:10][CH:9]=[CH:8][N:7]3[C:22]=2[C:23]([OH:25])=[O:24])[CH2:2][CH2:3]1, predict the reactants needed to synthesize it. The reactants are: [CH:1]1([C:4]2[N:5]=[C:6]3[C:11]([O:12][CH2:13][C:14]4[C:19]([F:20])=[CH:18][CH:17]=[CH:16][C:15]=4[F:21])=[CH:10][CH:9]=[CH:8][N:7]3[C:22]=2[C:23]([O:25]CC)=[O:24])[CH2:3][CH2:2]1.[OH-].[Li+].